This data is from Catalyst prediction with 721,799 reactions and 888 catalyst types from USPTO. The task is: Predict which catalyst facilitates the given reaction. Reactant: [N:1]([CH:4]1[CH2:13][CH2:12][CH2:11][C:10]2[C:5]1([CH3:15])[CH2:6][CH2:7][C:8](=[O:14])[CH:9]=2)=[N+:2]=[N-:3].[C:16]1([C:22]#[CH:23])[CH:21]=[CH:20][CH:19]=[CH:18][CH:17]=1.O=C1O[C@H]([C@H](CO)O)C([O-])=C1O.[Na+]. Product: [CH3:15][C:5]12[CH:4]([N:1]3[CH:23]=[C:22]([C:16]4[CH:21]=[CH:20][CH:19]=[CH:18][CH:17]=4)[N:3]=[N:2]3)[CH2:13][CH2:12][CH2:11][C:10]1=[CH:9][C:8](=[O:14])[CH2:7][CH2:6]2. The catalyst class is: 18.